From a dataset of Catalyst prediction with 721,799 reactions and 888 catalyst types from USPTO. Predict which catalyst facilitates the given reaction. (1) Reactant: [CH3:1][C:2]([CH3:34])([CH3:33])[CH2:3][N:4]1[C:12]2[C:7](=[N:8][C:9]([C:13]34[C:28]([F:30])([F:29])[CH:14]3[CH:15]3[CH2:19][N:18](C(OC(C)(C)C)=O)[CH2:17][CH:16]3[CH2:27]4)=[CH:10][CH:11]=2)[N:6]([CH3:31])[C:5]1=[O:32].FC(F)(F)C(O)=O. Product: [F:30][C:28]1([F:29])[C:13]2([C:9]3[N:8]=[C:7]4[N:6]([CH3:31])[C:5](=[O:32])[N:4]([CH2:3][C:2]([CH3:34])([CH3:1])[CH3:33])[C:12]4=[CH:11][CH:10]=3)[CH2:27][CH:16]3[CH:15]([CH:14]12)[CH2:19][NH:18][CH2:17]3. The catalyst class is: 4. (2) Reactant: C[O:2][C:3]1[CH:4]=[C:5]([C:9](=[O:14])[CH2:10][CH2:11][CH2:12][CH3:13])[CH:6]=[CH:7][CH:8]=1.C(O)(=O)C.Br. Product: [OH:2][C:3]1[CH:4]=[C:5]([C:9](=[O:14])[CH2:10][CH2:11][CH2:12][CH3:13])[CH:6]=[CH:7][CH:8]=1. The catalyst class is: 6. (3) Product: [C:22]([O:25][CH2:26][C:27]1[C:28]([N:36]2[CH2:48][CH2:47][C:46]3[N:45]4[C:40]([CH2:41][CH2:42][CH2:43][CH2:44]4)=[CH:39][C:38]=3[C:37]2=[O:49])=[N:29][CH:30]=[CH:31][C:32]=1[C:2]1[CH:3]=[C:4]([NH:10][C:11]2[CH:16]=[CH:15][C:14]([CH:17]3[CH2:20][N:19]([CH3:21])[CH2:18]3)=[CH:13][N:12]=2)[C:5](=[O:9])[N:6]([CH3:8])[CH:7]=1)(=[O:24])[CH3:23]. The catalyst class is: 543. Reactant: Br[C:2]1[CH:3]=[C:4]([NH:10][C:11]2[CH:16]=[CH:15][C:14]([CH:17]3[CH2:20][N:19]([CH3:21])[CH2:18]3)=[CH:13][N:12]=2)[C:5](=[O:9])[N:6]([CH3:8])[CH:7]=1.[C:22]([O:25][CH2:26][C:27]1[C:28]([N:36]2[CH2:48][CH2:47][C:46]3[N:45]4[C:40]([CH2:41][CH2:42][CH2:43][CH2:44]4)=[CH:39][C:38]=3[C:37]2=[O:49])=[N:29][CH:30]=[CH:31][C:32]=1B(O)O)(=[O:24])[CH3:23].[O-]P([O-])([O-])=O.[K+].[K+].[K+].C([O-])(=O)C.[Na+]. (4) Reactant: [CH:1]1([NH:5][C:6]([C@@H:8]2[CH2:12][CH2:11][CH2:10][N:9]2[C:13](=[O:30])[CH2:14][O:15][C:16]2[N:20]([C:21]3[CH:26]=[CH:25][CH:24]=[CH:23][CH:22]=3)[N:19]=[C:18]([C:27](O)=[O:28])[CH:17]=2)=[O:7])[CH2:4][CH2:3][CH2:2]1.C1C=CC2N(O)N=NC=2C=1.CCN(C(C)C)C(C)C.[CH:50]1([O:54][C:55]([N:57]2[CH2:62][CH2:61][N:60]([C:63](=[O:78])[C@@H:64]([NH2:77])[CH2:65][CH2:66][CH2:67][CH2:68][O:69][CH2:70][C:71]3[CH:76]=[CH:75][CH:74]=[CH:73][CH:72]=3)[CH2:59][CH2:58]2)=[O:56])[CH2:53][CH2:52][CH2:51]1. Product: [CH:50]1([O:54][C:55]([N:57]2[CH2:62][CH2:61][N:60]([C:63](=[O:78])[C@@H:64]([NH:77][C:27]([C:18]3[CH:17]=[C:16]([O:15][CH2:14][C:13]([N:9]4[CH2:10][CH2:11][CH2:12][C@H:8]4[C:6](=[O:7])[NH:5][CH:1]4[CH2:2][CH2:3][CH2:4]4)=[O:30])[N:20]([C:21]4[CH:22]=[CH:23][CH:24]=[CH:25][CH:26]=4)[N:19]=3)=[O:28])[CH2:65][CH2:66][CH2:67][CH2:68][O:69][CH2:70][C:71]3[CH:76]=[CH:75][CH:74]=[CH:73][CH:72]=3)[CH2:59][CH2:58]2)=[O:56])[CH2:53][CH2:52][CH2:51]1. The catalyst class is: 607. (5) Reactant: [Br:1][C:2]1[CH:7]=[CH:6][C:5]([NH:8][C:9]([C:11]2[N:12]([CH2:18][O:19][CH2:20][CH2:21][Si:22]([CH3:25])([CH3:24])[CH3:23])[CH:13]=[C:14]([C:16]#[N:17])[N:15]=2)=[O:10])=[C:4]([C:26]2[CH2:31][CH2:30][CH2:29][CH2:28][CH:27]=2)[CH:3]=1.C([Mg]Cl)(C)C.C([Li])CCC.[CH3:42][C:43]([CH3:45])=[O:44].[NH4+].[Cl-]. Product: [Br:1][C:2]1[CH:7]=[CH:6][C:5]([NH:8][C:9]([C:11]2[N:12]([CH2:18][O:19][CH2:20][CH2:21][Si:22]([CH3:24])([CH3:25])[CH3:23])[C:13]([C:43]([OH:44])([CH3:45])[CH3:42])=[C:14]([C:16]#[N:17])[N:15]=2)=[O:10])=[C:4]([C:26]2[CH2:31][CH2:30][CH2:29][CH2:28][CH:27]=2)[CH:3]=1. The catalyst class is: 49. (6) Reactant: [CH3:1][O:2][C:3]1[CH:8]=[CH:7][C:6](/[CH:9]=[CH:10]/[N+:11]([O-:13])=[O:12])=[CH:5][CH:4]=1.[CH:14](=[O:18])[CH:15]([CH3:17])[CH3:16].CC(O)C.CCCCCC. Product: [CH3:1][O:2][C:3]1[CH:4]=[CH:5][C:6]([C@H:9]([CH2:10][N+:11]([O-:13])=[O:12])[C:15]([CH3:17])([CH3:16])[CH:14]=[O:18])=[CH:7][CH:8]=1. The catalyst class is: 22.